Dataset: Reaction yield outcomes from USPTO patents with 853,638 reactions. Task: Predict the reaction yield, written as a fraction of the theoretical maximum amount of product (1.0 means a 100% yield; for example, 0.34 means a 34% yield). (1) The reactants are [CH3:1][C:2]1[CH:3]=[C:4]2[C:9](=[CH:10][CH:11]=1)[CH:8]=[N:7][CH:6]=[CH:5]2.[N+:12]([O-])([O-:14])=[O:13].[K+].[OH-].[Na+]. The catalyst is S(=O)(=O)(O)O. The product is [CH3:1][C:2]1[C:3]([N+:12]([O-:14])=[O:13])=[C:4]2[C:9](=[CH:10][CH:11]=1)[CH:8]=[N:7][CH:6]=[CH:5]2. The yield is 0.950. (2) The reactants are C[O:2][C:3](=[O:30])[C:4]1[CH:9]=[CH:8][C:7]([NH:10][C:11]([C@H:13]2[CH2:17][C@@H:16]([O:18][CH3:19])[CH2:15][N:14]2[C:20](=[O:29])[NH:21][C:22]2[CH:27]=[CH:26][C:25]([Cl:28])=[CH:24][CH:23]=2)=[O:12])=[CH:6][CH:5]=1.C[Si](C)(C)[O-].[K+]. The catalyst is C1COCC1. The product is [Cl:28][C:25]1[CH:24]=[CH:23][C:22]([NH:21][C:20]([N:14]2[CH2:15][C@H:16]([O:18][CH3:19])[CH2:17][C@@H:13]2[C:11]([NH:10][C:7]2[CH:8]=[CH:9][C:4]([C:3]([OH:30])=[O:2])=[CH:5][CH:6]=2)=[O:12])=[O:29])=[CH:27][CH:26]=1. The yield is 1.00. (3) The reactants are [N:1]([CH2:4][C:5]1[C:6]([C:29]2[CH:34]=[CH:33][CH:32]=[CH:31][CH:30]=2)=[N:7][C:8]2[C:13]([C:14]=1[C:15]([NH:17][N:18]([C:23]1[CH:28]=[CH:27][CH:26]=[CH:25][CH:24]=1)[C:19]([O:21][CH3:22])=[O:20])=[O:16])=[CH:12][CH:11]=[CH:10][CH:9]=2)=[N+:2]=[N-:3].[C:35]([C:37]1[CH:42]=[CH:41][CH:40]=[CH:39][N:38]=1)#[CH:36].O=C1O[C@H]([C@H](CO)O)C([O-])=C1O.[Na+]. The catalyst is S([O-])([O-])(=O)=O.[Cu+2].CS(C)=O.O. The product is [C:23]1([N:18]([C:19]([O:21][CH3:22])=[O:20])[NH:17][C:15]([C:14]2[C:13]3[C:8](=[CH:9][CH:10]=[CH:11][CH:12]=3)[N:7]=[C:6]([C:29]3[CH:34]=[CH:33][CH:32]=[CH:31][CH:30]=3)[C:5]=2[CH2:4][N:1]2[CH:36]=[C:35]([C:37]3[CH:42]=[CH:41][CH:40]=[CH:39][N:38]=3)[N:3]=[N:2]2)=[O:16])[CH:24]=[CH:25][CH:26]=[CH:27][CH:28]=1. The yield is 0.510. (4) The reactants are [Cl:1][C:2]1[CH:7]=[CH:6]N=[C:4]2[CH:8]=[CH:9][S:10][C:3]=12.[Li][CH2:12]CCC.Br[C:17]1[N:22]=[CH:21][C:20]([CH2:23][N:24]([CH2:32][CH2:33][O:34][CH3:35])C(=O)OC(C)(C)C)=[CH:19][CH:18]=1. The catalyst is C1COCC1.[Cl-].[Cl-].[Zn+2].C1C=CC([P]([Pd]([P](C2C=CC=CC=2)(C2C=CC=CC=2)C2C=CC=CC=2)([P](C2C=CC=CC=2)(C2C=CC=CC=2)C2C=CC=CC=2)[P](C2C=CC=CC=2)(C2C=CC=CC=2)C2C=CC=CC=2)(C2C=CC=CC=2)C2C=CC=CC=2)=CC=1. The product is [Cl:1][C:2]1[C:3]2[S:10][C:9]([C:17]3[N:22]=[CH:21][C:20]([CH2:23][NH:24][CH2:32][CH2:33][O:34][CH3:35])=[CH:19][CH:18]=3)=[CH:8][C:4]=2[CH:12]=[CH:6][CH:7]=1. The yield is 0.640. (5) The reactants are Cl.Cl[CH2:3][C:4]1[CH:9]=[CH:8][CH:7]=[CH:6][N:5]=1.[OH-].[Na+].[H-].[Na+].[NH:14]1[CH:18]=[CH:17][C:16]([N:19]2C(=O)C3C(=CC=CC=3)C2=O)=[N:15]1. The catalyst is O.CN(C=O)C. The product is [N:5]1[CH:6]=[CH:7][CH:8]=[CH:9][C:4]=1[CH2:3][N:14]1[CH:18]=[CH:17][C:16]([NH2:19])=[N:15]1. The yield is 0.200. (6) The reactants are Br[C:2]1[CH:3]=[C:4]([N+:9]([O-:11])=[O:10])[C:5]([NH2:8])=[N:6][CH:7]=1.N#N.[CH3:14][N:15]1[CH:19]=[C:18](B2OC(C)(C)C(C)(C)O2)[CH:17]=[N:16]1.C(=O)([O-])[O-].[Na+].[Na+]. The catalyst is COCCOC.C1C=CC(P(C2C=CC=CC=2)[C-]2C=CC=C2)=CC=1.C1C=CC(P(C2C=CC=CC=2)[C-]2C=CC=C2)=CC=1.Cl[Pd]Cl.[Fe+2]. The product is [CH3:14][N:15]1[CH:19]=[C:18]([C:2]2[CH:3]=[C:4]([N+:9]([O-:11])=[O:10])[C:5]([NH2:8])=[N:6][CH:7]=2)[CH:17]=[N:16]1. The yield is 0.500. (7) The reactants are [C:1]1([OH:11])[C:10]2[C:5](=[CH:6][CH:7]=[CH:8][CH:9]=2)[CH:4]=[CH:3][CH:2]=1.I[CH2:13][CH2:14][CH2:15][CH2:16][CH2:17][CH3:18].C([O-])([O-])=O.[K+].[K+].O. The catalyst is C(#N)C. The product is [CH2:13]([O:11][C:1]1[C:10]2[C:5](=[CH:6][CH:7]=[CH:8][CH:9]=2)[CH:4]=[CH:3][CH:2]=1)[CH2:14][CH2:15][CH2:16][CH2:17][CH3:18]. The yield is 0.980.